From a dataset of Full USPTO retrosynthesis dataset with 1.9M reactions from patents (1976-2016). Predict the reactants needed to synthesize the given product. The reactants are: [C:1]([OH:10])(=[O:9])[C:2]1[C:3](=[CH:5][CH:6]=[CH:7][CH:8]=1)[NH2:4].[F:11][C:12]1[CH:19]=[CH:18][C:17]([CH:20]=O)=[CH:16][C:13]=1[C:14]#[N:15]. Given the product [C:14]([C:13]1[CH:16]=[C:17]([CH:18]=[CH:19][C:12]=1[F:11])[CH2:20][NH:4][C:3]1[CH:5]=[CH:6][CH:7]=[CH:8][C:2]=1[C:1]([OH:10])=[O:9])#[N:15], predict the reactants needed to synthesize it.